This data is from Full USPTO retrosynthesis dataset with 1.9M reactions from patents (1976-2016). The task is: Predict the reactants needed to synthesize the given product. (1) Given the product [CH3:15][O:16][C:17]1[C:18]([OH:25])=[C:19]([C:20]2[NH:1][N:2]=[C:3]([C:4]3[CH:5]=[N:6][CH:7]=[CH:8][C:9]=3[C:10]([F:11])([F:12])[F:13])[N:14]=2)[CH:22]=[CH:23][CH:24]=1, predict the reactants needed to synthesize it. The reactants are: [NH2:1][NH:2][C:3](=[NH:14])[C:4]1[C:9]([C:10]([F:13])([F:12])[F:11])=[CH:8][CH:7]=[N:6][CH:5]=1.[CH3:15][O:16][C:17]1[C:18]([OH:25])=[C:19]([CH:22]=[CH:23][CH:24]=1)[CH:20]=O. (2) Given the product [F:1][C:2]1[CH:9]=[C:8]([N:10]2[CH2:16][CH2:15][CH2:14][C:13]3[O:17][C:18]([C:20]4[CH:25]=[CH:24][CH:23]=[CH:22][N:21]=4)=[N:19][C:12]=3[CH2:11]2)[CH:7]=[CH:4][CH:3]=1, predict the reactants needed to synthesize it. The reactants are: [F:1][C:2]1[CH:3]=[C:4]([CH:7]=[C:8]([N:10]2[CH2:16][CH2:15][CH2:14][C:13]3[O:17][C:18]([C:20]4[CH:25]=[CH:24][CH:23]=[CH:22][N:21]=4)=[N:19][C:12]=3[CH2:11]2)[CH:9]=1)C#N.BrC1C=CC=C(F)C=1. (3) Given the product [Si:18]([O:8][CH2:7][CH2:6][S:5][S:4][CH2:3][OH:26])([C:15]([CH3:17])([CH3:16])[CH3:14])([CH3:20])[CH3:19], predict the reactants needed to synthesize it. The reactants are: OC[CH2:3][S:4][S:5][CH2:6][CH2:7][OH:8].N1C=CN=C1.[CH3:14][C:15]([Si:18](Cl)([CH3:20])[CH3:19])([CH3:17])[CH3:16].CN(C=[O:26])C. (4) Given the product [CH2:36]([N:19]([CH2:17][CH3:18])[CH2:20][CH2:21][NH:22][C:23]([C:25]1[NH:26][C:27]([CH:34]=[C:11]2[C:10]3[C:14](=[CH:15][C:7]([C:3]4[CH:2]=[N:1][CH:6]=[CH:5][CH:4]=4)=[CH:8][CH:9]=3)[NH:13][C:12]2=[O:16])=[C:28]2[C:33]=1[CH2:32][CH2:31][CH2:30][CH2:29]2)=[O:24])[CH3:37], predict the reactants needed to synthesize it. The reactants are: [N:1]1[CH:6]=[CH:5][CH:4]=[C:3]([C:7]2[CH:15]=[C:14]3[C:10]([CH2:11][C:12](=[O:16])[NH:13]3)=[CH:9][CH:8]=2)[CH:2]=1.[CH2:17]([N:19]([CH2:36][CH3:37])[CH2:20][CH2:21][NH:22][C:23]([C:25]1[NH:26][C:27]([CH:34]=O)=[C:28]2[C:33]=1[CH2:32][CH2:31][CH2:30][CH2:29]2)=[O:24])[CH3:18]. (5) The reactants are: C(O)(C(F)(F)F)=O.[CH2:8]([O:49][CH:50]1[C@H:54]2[C@H:55](OC3CCCCO3)[N:56](C(OC(C)(C)C)=O)[C:57]3[CH:64]=[CH:63][C:62]([O:65][CH3:66])=[CH:61][C:58]=3[C:59](=[O:60])[N:53]2[CH2:52][CH2:51]1)[CH2:9][CH2:10][CH2:11][CH2:12][CH2:13][CH2:14][CH2:15][CH2:16][O:17][CH:18]1[C@H:22]2[C@H:23](OC3CCCCO3)[N:24](C(OC(C)(C)C)=O)[C:25]3[CH:32]=[CH:31][C:30]([O:33][CH3:34])=[CH:29][C:26]=3[C:27](=[O:28])[N:21]2[CH2:20][CH2:19]1.C([O-])(O)=O.[Na+]. Given the product [CH2:16]([O:17][CH:18]1[C@@H:22]2[CH:23]=[N:24][C:25]3[CH:32]=[CH:31][C:30]([O:33][CH3:34])=[CH:29][C:26]=3[C:27](=[O:28])[N:21]2[CH2:20][CH2:19]1)[CH2:15][CH2:14][CH2:13][CH2:12][CH2:11][CH2:10][CH2:9][CH2:8][O:49][CH:50]1[C@@H:54]2[CH:55]=[N:56][C:57]3[CH:64]=[CH:63][C:62]([O:65][CH3:66])=[CH:61][C:58]=3[C:59](=[O:60])[N:53]2[CH2:52][CH2:51]1, predict the reactants needed to synthesize it. (6) Given the product [CH3:26][N:27]([CH3:34])[CH2:28]/[CH:29]=[CH:30]/[C:31]([N:21]1[CH2:20][CH2:19][C:18]2[C:11]3[C:10]([NH:9][C:8]4[C:3]([F:2])=[CH:4][C:5]([CH3:24])=[C:6]([OH:23])[CH:7]=4)=[N:15][CH:14]=[N:13][C:12]=3[S:16][C:17]=2[CH2:22]1)=[O:32], predict the reactants needed to synthesize it. The reactants are: Cl.[F:2][C:3]1[C:8]([NH:9][C:10]2[C:11]3[C:18]4[CH2:19][CH2:20][NH:21][CH2:22][C:17]=4[S:16][C:12]=3[N:13]=[CH:14][N:15]=2)=[CH:7][C:6]([OH:23])=[C:5]([CH3:24])[CH:4]=1.Cl.[CH3:26][N:27]([CH3:34])[CH2:28]/[CH:29]=[CH:30]/[C:31](O)=[O:32]. (7) The reactants are: Cl[C:2]1[C:11]2[C:6](=[CH:7][C:8]([O:14][CH3:15])=[C:9]([O:12][CH3:13])[CH:10]=2)[N:5]=[C:4]([C:16]2[CH:21]=[CH:20][C:19]([Cl:22])=[CH:18][CH:17]=2)[N:3]=1.[NH2:23][C:24]1[CH:28]=[C:27]([C:29]([CH3:32])([CH3:31])[CH3:30])[Se:26][C:25]=1[C:33]([NH2:35])=[O:34].CN(C=O)C.[OH-].[Na+]. Given the product [Cl:22][C:19]1[CH:20]=[CH:21][C:16]([C:4]2[N:3]=[C:2]([NH:23][C:24]3[CH:28]=[C:27]([C:29]([CH3:32])([CH3:30])[CH3:31])[Se:26][C:25]=3[C:33]([NH2:35])=[O:34])[C:11]3[C:6](=[CH:7][C:8]([O:14][CH3:15])=[C:9]([O:12][CH3:13])[CH:10]=3)[N:5]=2)=[CH:17][CH:18]=1, predict the reactants needed to synthesize it. (8) Given the product [C:11]([O:10][C:9]([NH:8][C:3]1[C:2]([F:1])=[CH:7][CH:6]=[CH:5][C:4]=1[B:21]([OH:24])[OH:22])=[O:15])([CH3:12])([CH3:14])[CH3:13], predict the reactants needed to synthesize it. The reactants are: [F:1][C:2]1[CH:7]=[CH:6][CH:5]=[CH:4][C:3]=1[NH:8][C:9](=[O:15])[O:10][C:11]([CH3:14])([CH3:13])[CH3:12].C([Li])(C)(C)C.[B:21](OC)([O:24]C)[O:22]C.[OH-].[Na+].Cl. (9) The reactants are: [O:1]=[C:2]1[C:7]([CH2:8][C:9]2[CH:14]=[CH:13][C:12]([C:15]3[C:16]([C:21]#[N:22])=[CH:17][CH:18]=[CH:19][CH:20]=3)=[CH:11][CH:10]=2)=[C:6]([CH2:23][CH2:24][CH3:25])[N:5]2[N:26]=[CH:27][N:28]=[C:4]2[NH:3]1.Br[CH2:30][CH2:31][O:32][Si:33]([C:36]([CH3:39])([CH3:38])[CH3:37])([CH3:35])[CH3:34].C(=O)([O-])[O-].[K+].[K+].[I-].[Na+]. Given the product [Si:33]([O:32][CH2:31][CH2:30][N:3]1[C:2](=[O:1])[C:7]([CH2:8][C:9]2[CH:10]=[CH:11][C:12]([C:15]3[C:16]([C:21]#[N:22])=[CH:17][CH:18]=[CH:19][CH:20]=3)=[CH:13][CH:14]=2)=[C:6]([CH2:23][CH2:24][CH3:25])[N:5]2[N:26]=[CH:27][N:28]=[C:4]12)([C:36]([CH3:39])([CH3:38])[CH3:37])([CH3:35])[CH3:34], predict the reactants needed to synthesize it.